This data is from Forward reaction prediction with 1.9M reactions from USPTO patents (1976-2016). The task is: Predict the product of the given reaction. (1) Given the reactants [OH:1][C@H:2]1[CH2:7][CH2:6][C@H:5]([N:8]2[CH2:12][CH2:11][C@@:10]3([CH2:17][CH2:16][CH2:15][NH:14][CH2:13]3)[C:9]2=[O:18])[CH2:4][CH2:3]1.Cl[C:20]1[CH:25]=[C:24]([Cl:26])[CH:23]=[CH:22][C:21]=1I.[C:28](=O)([O-])[O-].[K+].[K+].[C@H]1(O)CCCC[C@@H]1O.C(O)(C)(C)C, predict the reaction product. The product is: [Cl:26][C:24]1[CH:25]=[C:20]([CH3:28])[CH:21]=[CH:22][C:23]=1[N:14]1[CH2:15][CH2:16][CH2:17][C@:10]2([C:9](=[O:18])[N:8]([C@H:5]3[CH2:6][CH2:7][C@H:2]([OH:1])[CH2:3][CH2:4]3)[CH2:12][CH2:11]2)[CH2:13]1. (2) Given the reactants Cl[C:2]1[S:3][C:4]2[CH:10]=[C:9]([O:11][CH3:12])[CH:8]=[CH:7][C:5]=2[N:6]=1.[CH:13]1([CH2:19][NH2:20])[CH2:18][CH2:17][CH2:16][CH2:15][CH2:14]1.CCN(C(C)C)C(C)C.C(OCC)(=O)C, predict the reaction product. The product is: [CH:13]1([CH2:19][NH:20][C:2]2[S:3][C:4]3[CH:10]=[C:9]([O:11][CH3:12])[CH:8]=[CH:7][C:5]=3[N:6]=2)[CH2:18][CH2:17][CH2:16][CH2:15][CH2:14]1. (3) The product is: [BrH:21].[NH2:5][CH2:6][C:7](=[O:14])[CH2:8][CH2:9][C:10]([OH:12])=[O:11]. Given the reactants C1(=O)[N:5]([CH2:6][C:7](=[O:14])[CH2:8][CH2:9][C:10]([O:12]C)=[O:11])C(=O)C2=CC=CC=C12.[BrH:21], predict the reaction product. (4) Given the reactants [CH2:1]([O:8][CH2:9][CH:10]1[CH2:15][CH2:14][CH:13]([CH2:16][OH:17])[CH2:12][CH2:11]1)[C:2]1[CH:7]=[CH:6][CH:5]=[CH:4][CH:3]=1.CC(OI1(OC(C)=O)(OC(C)=O)OC(=O)C2C=CC=CC1=2)=O.C([O-])(O)=O.[Na+], predict the reaction product. The product is: [CH2:1]([O:8][CH2:9][CH:10]1[CH2:15][CH2:14][CH:13]([CH:16]=[O:17])[CH2:12][CH2:11]1)[C:2]1[CH:7]=[CH:6][CH:5]=[CH:4][CH:3]=1.